This data is from Full USPTO retrosynthesis dataset with 1.9M reactions from patents (1976-2016). The task is: Predict the reactants needed to synthesize the given product. (1) Given the product [Cl:13][C:14]1[CH:19]=[CH:18][C:17]([S:20]([C:23]([F:25])([F:24])[F:26])(=[O:22])=[O:21])=[CH:16][C:15]=1[NH2:27], predict the reactants needed to synthesize it. The reactants are: FC1C=CC(S(C)(=O)=O)=CC=1N.[Cl:13][C:14]1[CH:19]=[CH:18][C:17]([S:20]([C:23]([F:26])([F:25])[F:24])(=[O:22])=[O:21])=[CH:16][C:15]=1[N+:27]([O-])=O. (2) Given the product [C:24]([C:26]1[CH:27]=[C:28]([NH:32][C:33]([NH:15][CH2:14][CH2:13][CH2:12][N:7]2[CH:6]([CH2:16][C:17]3[CH:18]=[CH:19][C:20]([F:23])=[CH:21][CH:22]=3)[CH2:5][C:4]3[C:9](=[CH:10][CH:11]=[C:2]([F:1])[CH:3]=3)[CH2:8]2)=[O:34])[CH:29]=[CH:30][CH:31]=1)#[N:25], predict the reactants needed to synthesize it. The reactants are: [F:1][C:2]1[CH:3]=[C:4]2[C:9](=[CH:10][CH:11]=1)[CH2:8][N:7]([CH2:12][CH2:13][CH2:14][NH2:15])[CH:6]([CH2:16][C:17]1[CH:22]=[CH:21][C:20]([F:23])=[CH:19][CH:18]=1)[CH2:5]2.[C:24]([C:26]1[CH:27]=[C:28]([N:32]=[C:33]=[O:34])[CH:29]=[CH:30][CH:31]=1)#[N:25]. (3) Given the product [C:13]([C:10]1[CH:11]=[CH:12][C:5]2[O:4][CH2:3][C:2](=[O:16])[CH2:8][CH2:7][C:6]=2[CH:9]=1)(=[O:15])[CH3:14], predict the reactants needed to synthesize it. The reactants are: C=[C:2]1[CH2:8][CH2:7][C:6]2[CH:9]=[C:10]([CH:13]([OH:15])[CH3:14])[CH:11]=[CH:12][C:5]=2[O:4][CH2:3]1.[OH:16]C(C(O)(C)C)(C)C.I([O-])(=O)(=O)=O.[Na+].C(Cl)(Cl)(Cl)Cl.C(#N)C.O.S([O-])([O-])(=O)=S.[Na+].[Na+]. (4) Given the product [CH3:11][S:12]([C:15]1[C:19]([C:20]2[CH:21]=[CH:22][CH:23]=[CH:24][CH:25]=2)=[C:18]([CH:9]=[O:10])[NH:17][C:16]=1[CH3:26])(=[O:14])=[O:13], predict the reactants needed to synthesize it. The reactants are: P(Cl)(Cl)(Cl)=O.CN([CH:9]=[O:10])C.[CH3:11][S:12]([C:15]1[C:19]([C:20]2[CH:25]=[CH:24][CH:23]=[CH:22][CH:21]=2)=[CH:18][NH:17][C:16]=1[CH3:26])(=[O:14])=[O:13]. (5) Given the product [OH:14][NH:13][C:1]([C:3]1[C:4]2[CH:5]=[CH:6][NH:7][C:8]=2[CH:9]=[CH:10][CH:11]=1)=[NH:2], predict the reactants needed to synthesize it. The reactants are: [C:1]([C:3]1[CH:11]=[CH:10][CH:9]=[C:8]2[C:4]=1[CH:5]=[CH:6][NH:7]2)#[N:2].Cl.[NH2:13][OH:14].C([O-])([O-])=O.[Na+].[Na+].